Dataset: Experimentally validated miRNA-target interactions with 360,000+ pairs, plus equal number of negative samples. Task: Binary Classification. Given a miRNA mature sequence and a target amino acid sequence, predict their likelihood of interaction. The miRNA is hsa-miR-302e with sequence UAAGUGCUUCCAUGCUU. The protein sequence of the target gene is MSTGPTAATGSNRRLQQTQNQVDEVVDIMRVNVDKVLERDQKLSELDDRADALQAGASQFETSAAKLKRKYWWKNCKMWAIGITVLVIFIIIIIVWVVSS. Result: 1 (interaction).